Dataset: TCR-epitope binding with 47,182 pairs between 192 epitopes and 23,139 TCRs. Task: Binary Classification. Given a T-cell receptor sequence (or CDR3 region) and an epitope sequence, predict whether binding occurs between them. (1) The epitope is DATYQRTRALVR. The TCR CDR3 sequence is CASSQDPDTQYF. Result: 1 (the TCR binds to the epitope). (2) The epitope is ILGLPTQTV. The TCR CDR3 sequence is CASADRDREADEQFF. Result: 0 (the TCR does not bind to the epitope).